From a dataset of Catalyst prediction with 721,799 reactions and 888 catalyst types from USPTO. Predict which catalyst facilitates the given reaction. (1) Reactant: [CH:1]([NH:4][C:5]1[CH:13]=[CH:12][C:8]([C:9]([OH:11])=[O:10])=[CH:7][C:6]=1[N+:14]([O-])=O)(C)[CH3:2]. Product: [NH2:14][C:6]1[CH:7]=[C:8]([CH:12]=[CH:13][C:5]=1[NH:4][CH2:1][CH3:2])[C:9]([OH:11])=[O:10]. The catalyst class is: 78. (2) Reactant: [NH2:1][C:2]1[CH:9]=[CH:8][CH:7]=[C:6]([O:10][CH2:11][CH:12]([CH3:14])[CH3:13])[C:3]=1[C:4]#[N:5].[C:15]([O:21][CH2:22][CH3:23])(=[O:20])[CH2:16][C:17]([CH3:19])=O.Cl[Sn](Cl)(Cl)Cl. Product: [NH2:5][C:4]1[C:3]2[C:2](=[CH:9][CH:8]=[CH:7][C:6]=2[O:10][CH2:11][CH:12]([CH3:14])[CH3:13])[N:1]=[C:17]([CH3:19])[C:16]=1[C:15]([O:21][CH2:22][CH3:23])=[O:20]. The catalyst class is: 11.